This data is from Full USPTO retrosynthesis dataset with 1.9M reactions from patents (1976-2016). The task is: Predict the reactants needed to synthesize the given product. (1) Given the product [NH2:1][C:4]1[CH:9]=[C:8]([NH:10][C:17](=[O:18])[CH2:16][N:15]([CH2:20][CH3:21])[CH2:13][CH3:14])[CH:7]=[CH:6][C:5]=1[NH2:11], predict the reactants needed to synthesize it. The reactants are: [N+:1]([C:4]1[CH:9]=[C:8]([NH2:10])[CH:7]=[CH:6][C:5]=1[NH2:11])([O-])=O.[Na+].[CH2:13]([N:15]([CH2:20][CH3:21])[CH2:16][C:17]([O-])=[O:18])[CH3:14].CCOP(ON1N=NC2C=CC=CC=2C1=O)(OCC)=O.C(N(CC)CC)C. (2) Given the product [CH3:32][O:33][C:34]1[CH:35]=[C:36]([S:40][C:41]2[CH:42]=[CH:43][C:44]([CH2:45][NH:46][C:4](=[O:6])[C:3]3[CH:7]=[CH:8][CH:9]=[N:10][C:2]=3[NH2:1])=[CH:47][CH:48]=2)[CH:37]=[CH:38][CH:39]=1, predict the reactants needed to synthesize it. The reactants are: [NH2:1][C:2]1[N:10]=[CH:9][CH:8]=[CH:7][C:3]=1[C:4]([OH:6])=O.ON1C2C=CC=CC=2N=N1.CCN=C=NCCCN(C)C.[CH3:32][O:33][C:34]1[CH:35]=[C:36]([S:40][C:41]2[CH:48]=[CH:47][C:44]([CH2:45][NH2:46])=[CH:43][CH:42]=2)[CH:37]=[CH:38][CH:39]=1.C(=O)(O)[O-].[Na+]. (3) Given the product [Cl:23][C:21]1[CH:20]=[CH:19][C:18]([O:24][CH2:25][C:26]2[C:31]([F:32])=[CH:30][CH:29]=[CH:28][C:27]=2[F:33])=[C:17]([C:12]2[N:11]([C:6]3[CH:5]=[C:4]([CH:9]=[C:8]([NH2:10])[CH:7]=3)[C:3]([OH:34])=[O:2])[C:15]([CH3:16])=[CH:14][CH:13]=2)[CH:22]=1, predict the reactants needed to synthesize it. The reactants are: C[O:2][C:3](=[O:34])[C:4]1[CH:9]=[C:8]([NH2:10])[CH:7]=[C:6]([N:11]2[C:15]([CH3:16])=[CH:14][CH:13]=[C:12]2[C:17]2[CH:22]=[C:21]([Cl:23])[CH:20]=[CH:19][C:18]=2[O:24][CH2:25][C:26]2[C:31]([F:32])=[CH:30][CH:29]=[CH:28][C:27]=2[F:33])[CH:5]=1. (4) Given the product [Cl:24][C:21]1[CH:20]=[CH:19][C:18]([N:14]2[C:15](=[O:17])[C:16]3[N:8]([CH2:7][C:6]([OH:40])=[O:5])[N:9]=[C:10]([C:34]4[CH:39]=[CH:38][CH:37]=[CH:36][CH:35]=4)[C:11]=3[N:12]=[C:13]2[C:25]2[CH:26]=[CH:27][C:28]([CH:31]([CH3:33])[CH3:32])=[CH:29][CH:30]=2)=[CH:23][CH:22]=1, predict the reactants needed to synthesize it. The reactants are: C([O:5][C:6](=[O:40])[CH2:7][N:8]1[C:16]2[C:15](=[O:17])[N:14]([C:18]3[CH:23]=[CH:22][C:21]([Cl:24])=[CH:20][CH:19]=3)[C:13]([C:25]3[CH:30]=[CH:29][C:28]([CH:31]([CH3:33])[CH3:32])=[CH:27][CH:26]=3)=[N:12][C:11]=2[C:10]([C:34]2[CH:39]=[CH:38][CH:37]=[CH:36][CH:35]=2)=[N:9]1)(C)(C)C.C(O)(C(F)(F)F)=O.